Task: Predict the reactants needed to synthesize the given product.. Dataset: Full USPTO retrosynthesis dataset with 1.9M reactions from patents (1976-2016) (1) Given the product [NH2:10][C:7]1[CH:8]=[CH:9][C:4]([N+:1]([O-:3])=[O:2])=[CH:5][C:6]=1[N:11]1[C:12]([C:13]2[CH:18]=[CH:17][CH:16]=[CH:15][CH:14]=2)=[C:20]2[C:25]([N:24]([CH3:28])[C:23](=[O:29])[N:22]([CH3:30])[C:21]2=[O:31])=[CH:26]1, predict the reactants needed to synthesize it. The reactants are: [N+:1]([C:4]1[CH:9]=[CH:8][C:7]([NH2:10])=[C:6]([NH2:11])[CH:5]=1)([O-:3])=[O:2].[C:12]([C:20]1[C:21](=[O:31])[N:22]([CH3:30])[C:23](=[O:29])[N:24]([CH3:28])[C:25]=1[CH2:26]Br)(=O)[C:13]1[CH:18]=[CH:17][CH:16]=[CH:15][CH:14]=1. (2) Given the product [Cl:23][C:24]1[N:25]=[CH:26][C:27]([CH2:30][N:3]2[CH:4]=[CH:5][CH:6]=[CH:7][C:2]2=[N:1][C:10](=[O:12])[C:9]([F:8])([F:15])[F:16])=[CH:28][CH:29]=1, predict the reactants needed to synthesize it. The reactants are: [NH2:1][C:2]1[CH:7]=[CH:6][CH:5]=[CH:4][N:3]=1.[F:8][C:9]([F:16])([F:15])[C:10]([O:12]CC)=O.C(=O)([O-])[O-].[K+].[K+].[Cl:23][C:24]1[CH:29]=[CH:28][C:27]([CH2:30]Cl)=[CH:26][N:25]=1. (3) Given the product [Cl:1][C:2]1[CH:7]=[CH:6][C:5]([C:12]2[CH:20]=[CH:19][C:15]([C:16]([OH:18])=[O:17])=[CH:14][CH:13]=2)=[CH:4][CH:3]=1, predict the reactants needed to synthesize it. The reactants are: [Cl:1][C:2]1[CH:7]=[CH:6][C:5](B(O)O)=[CH:4][CH:3]=1.I[C:12]1[CH:20]=[CH:19][C:15]([C:16]([OH:18])=[O:17])=[CH:14][CH:13]=1.C(=O)([O-])[O-].[Cs+].[Cs+].C1(C)C=CC=CC=1. (4) Given the product [OH:1][C@H:6]1[C@H:2]([C:20]2[CH:25]=[CH:24][CH:23]=[CH:22][CH:21]=2)[CH2:3][N:4]([C:7]([O:9][CH2:10][C:11]2[CH:16]=[CH:15][CH:14]=[CH:13][CH:12]=2)=[O:8])[CH2:5]1, predict the reactants needed to synthesize it. The reactants are: [O:1]1[CH:6]2[CH:2]1[CH2:3][N:4]([C:7]([O:9][CH2:10][C:11]1[CH:16]=[CH:15][CH:14]=[CH:13][CH:12]=1)=[O:8])[CH2:5]2.S(C)C.[C:20]1([Mg]Br)[CH:25]=[CH:24][CH:23]=[CH:22][CH:21]=1. (5) The reactants are: C[O:2][C:3]1[C:16]2=NC3C(C=[C:15]2[C:14]2[CH:13]=[C:12]4[C:7]([CH:8]=[CH:9][CH:10]=[CH:11]4)=[N:6][C:5]=2[CH:4]=1)=CC=CC=3.[Cl-].[Al+3].[Cl-].[Cl-]. Given the product [OH:2][C:3]1[CH:16]=[C:15]2[C:14]3[C:13](=[C:12]4[C:7](=[N:6][C:5]=3[C:14]3[CH:15]=[CH:16][CH:3]=[CH:4][C:5]=3[N:6]2[CH3:7])[CH:8]=[CH:9][CH:10]=[CH:11]4)[CH:4]=1, predict the reactants needed to synthesize it. (6) Given the product [OH:2][CH2:1][C:3]1[N:12]=[CH:11][CH:10]=[C:9]2[C:4]=1[CH:5]=[C:6]([C:28]1[CH:29]=[CH:30][CH:31]=[CH:32][CH:33]=1)[C:7]([C:13]1[CH:14]=[CH:15][C:16]([CH2:17][NH:18][C:19](=[O:25])[O:20][C:21]([CH3:24])([CH3:23])[CH3:22])=[CH:26][CH:27]=1)=[N:8]2, predict the reactants needed to synthesize it. The reactants are: [CH:1]([C:3]1[N:12]=[CH:11][CH:10]=[C:9]2[C:4]=1[CH:5]=[C:6]([C:28]1[CH:33]=[CH:32][CH:31]=[CH:30][CH:29]=1)[C:7]([C:13]1[CH:27]=[CH:26][C:16]([CH2:17][NH:18][C:19](=[O:25])[O:20][C:21]([CH3:24])([CH3:23])[CH3:22])=[CH:15][CH:14]=1)=[N:8]2)=[O:2].[BH4-].[Na+]. (7) Given the product [C:63]([O:67][C:68]([C:70]1[N:71]([CH3:76])[C:72]([NH:75][C:30]([C@@H:20]2[NH:19][C@@H:18]([CH2:33][C:34]([CH3:37])([CH3:36])[CH3:35])[C@:17]3([C:12]4[C:13](=[CH:14][C:9]([Cl:8])=[CH:10][CH:11]=4)[NH:15][C:16]3=[O:38])[C@H:21]2[C:22]2[CH:27]=[CH:26][CH:25]=[C:24]([Cl:28])[C:23]=2[F:29])=[O:31])=[CH:73][CH:74]=1)=[O:69])([CH3:66])([CH3:65])[CH3:64], predict the reactants needed to synthesize it. The reactants are: FC(F)(F)C(O)=O.[Cl:8][C:9]1[CH:14]=[C:13]2[NH:15][C:16](=[O:38])[C:17]3([CH:21]([C:22]4[CH:27]=[CH:26][CH:25]=[C:24]([Cl:28])[C:23]=4[F:29])[CH:20]([C:30](O)=[O:31])[NH:19][CH:18]3[CH2:33][C:34]([CH3:37])([CH3:36])[CH3:35])[C:12]2=[CH:11][CH:10]=1.C(N(C(C)C)CC)(C)C.C1(P(Cl)(C2C=CC=CC=2)=O)C=CC=CC=1.[C:63]([O:67][C:68]([C:70]1[N:71]([CH3:76])[C:72]([NH2:75])=[CH:73][CH:74]=1)=[O:69])([CH3:66])([CH3:65])[CH3:64]. (8) Given the product [OH:1][C:2]1[C:10]2[N:9]=[C:8]([C:11]3[CH:12]=[CH:13][CH:14]=[CH:15][CH:16]=3)[NH:7][C:6]=2[C:5]([C:17]([NH:20][CH2:21][CH:22]2[CH2:27][CH2:26][CH2:25][NH:24][CH2:23]2)=[O:19])=[CH:4][CH:3]=1, predict the reactants needed to synthesize it. The reactants are: [OH:1][C:2]1[C:10]2[N:9]=[C:8]([C:11]3[CH:16]=[CH:15][CH:14]=[CH:13][CH:12]=3)[NH:7][C:6]=2[C:5]([C:17]([OH:19])=O)=[CH:4][CH:3]=1.[NH2:20][CH2:21][CH:22]1[CH2:27][CH2:26][CH2:25][N:24](C(OC(C)(C)C)=O)[CH2:23]1.